From a dataset of Reaction yield outcomes from USPTO patents with 853,638 reactions. Predict the reaction yield, written as a fraction of the theoretical maximum amount of product (1.0 means a 100% yield; for example, 0.34 means a 34% yield). The reactants are [CH2:1]([O:8][NH:9][S:10]([C:13]1[CH:18]=[CH:17][CH:16]=[CH:15][C:14]=1[N+:19]([O-:21])=[O:20])(=[O:12])=[O:11])[C:2]1[CH:7]=[CH:6][CH:5]=[CH:4][CH:3]=1.O[C@@H:23]1[CH2:28][N:27]([C:29]([O:31][C:32]([CH3:35])([CH3:34])[CH3:33])=[O:30])[C@H:26]([C:36]([O:38][CH2:39][CH3:40])=[O:37])[CH2:25][CH2:24]1.C1C=CC(P(C2C=CC=CC=2)C2C=CC=CC=2)=CC=1.CCOC(/N=N/C(OCC)=O)=O. The catalyst is C1COCC1. The product is [CH2:1]([O:8][N:9]([C@H:23]1[CH2:28][N:27]([C:29]([O:31][C:32]([CH3:33])([CH3:34])[CH3:35])=[O:30])[C@H:26]([C:36]([O:38][CH2:39][CH3:40])=[O:37])[CH2:25][CH2:24]1)[S:10]([C:13]1[CH:18]=[CH:17][CH:16]=[CH:15][C:14]=1[N+:19]([O-:21])=[O:20])(=[O:12])=[O:11])[C:2]1[CH:7]=[CH:6][CH:5]=[CH:4][CH:3]=1. The yield is 0.800.